Dataset: Full USPTO retrosynthesis dataset with 1.9M reactions from patents (1976-2016). Task: Predict the reactants needed to synthesize the given product. (1) The reactants are: [OH:1][N:2]1[C:6](=[O:7])[C:5]2=[CH:8][CH:9]=[CH:10][CH:11]=[C:4]2[C:3]1=[O:12].C(=O)([O-])[O-].[K+].[K+].Cl[CH2:20][C:21]([N:23]([CH3:25])[CH3:24])=[O:22]. Given the product [O:7]=[C:6]1[C:5]2[C:4](=[CH:11][CH:10]=[CH:9][CH:8]=2)[C:3](=[O:12])[N:2]1[O:1][CH2:20][C:21]([N:23]([CH3:25])[CH3:24])=[O:22], predict the reactants needed to synthesize it. (2) Given the product [Br:1][C:2]1[CH:10]=[CH:9][C:5]([C:6]([NH:43][CH:40]2[CH2:41][CH2:42][N:37]([CH3:36])[CH2:38][CH2:39]2)=[O:8])=[C:4]([F:11])[CH:3]=1, predict the reactants needed to synthesize it. The reactants are: [Br:1][C:2]1[CH:10]=[CH:9][C:5]([C:6]([OH:8])=O)=[C:4]([F:11])[CH:3]=1.CN(C(ON1N=NC2C=CC=CC1=2)=[N+](C)C)C.F[P-](F)(F)(F)(F)F.[CH3:36][N:37]1[CH2:42][CH2:41][CH:40]([NH2:43])[CH2:39][CH2:38]1.CCN(C(C)C)C(C)C. (3) Given the product [NH2:15][C:14]1[N:35]([C:36]2[CH:41]=[CH:40][CH:39]=[C:38]([C:42]([F:43])([F:44])[F:45])[CH:37]=2)[C:33]([CH3:34])=[C:32]([C:31]([O:30][CH2:28][CH3:29])=[O:46])[CH:1]([C:3]2[O:4][C:5]3[CH:11]=[CH:10][C:9]([C:12]#[N:13])=[CH:8][C:6]=3[CH:7]=2)[C:16]=1[C:17]([O:19][CH2:20][CH3:21])=[O:18], predict the reactants needed to synthesize it. The reactants are: [CH:1]([C:3]1[O:4][C:5]2[CH:11]=[CH:10][C:9]([C:12]#[N:13])=[CH:8][C:6]=2[CH:7]=1)=O.[C:14]([CH2:16][C:17]([O:19][CH2:20][CH3:21])=[O:18])#[N:15].N1CCCCC1.[CH2:28]([O:30][C:31](=[O:46])[CH:32]=[C:33]([NH:35][C:36]1[CH:41]=[CH:40][CH:39]=[C:38]([C:42]([F:45])([F:44])[F:43])[CH:37]=1)[CH3:34])[CH3:29]. (4) Given the product [N:25]([C@@H:28]([C@@H:32]([CH3:35])[CH2:33][CH3:34])[C:29]([N:20]([C@@H:3]([CH:2]([CH3:1])[CH3:24])[CH2:4][C@H:5]([C:11]1[S:12][CH:13]=[C:14]([C:16]([O:18][CH3:19])=[O:17])[N:15]=1)[O:6][C:7](=[O:10])[NH:8][CH3:9])[CH2:21][CH2:22][CH3:23])=[O:31])=[N+:26]=[N-:27], predict the reactants needed to synthesize it. The reactants are: [CH3:1][CH:2]([CH3:24])[C@H:3]([NH:20][CH2:21][CH2:22][CH3:23])[CH2:4][C@H:5]([C:11]1[S:12][CH:13]=[C:14]([C:16]([O:18][CH3:19])=[O:17])[N:15]=1)[O:6][C:7](=[O:10])[NH:8][CH3:9].[N:25]([C@@H:28]([C@@H:32]([CH3:35])[CH2:33][CH3:34])[C:29]([OH:31])=O)=[N+:26]=[N-:27].O=C1N(P(Cl)(N2CCOC2=O)=O)CCO1.CCN(C(C)C)C(C)C.